Binary Classification. Given a T-cell receptor sequence (or CDR3 region) and an epitope sequence, predict whether binding occurs between them. From a dataset of TCR-epitope binding with 47,182 pairs between 192 epitopes and 23,139 TCRs. The epitope is MPASWVMRI. The TCR CDR3 sequence is CASREGLAGSDTQYF. Result: 1 (the TCR binds to the epitope).